From a dataset of Forward reaction prediction with 1.9M reactions from USPTO patents (1976-2016). Predict the product of the given reaction. (1) Given the reactants [C:1]1([CH3:7])[CH:6]=[CH:5][CH:4]=[CH:3][CH:2]=1.[H-].[Na+].COP([CH2:16][C:17]([O:19][C:20]([CH3:23])([CH3:22])[CH3:21])=[O:18])(OC)=O.O1CC[CH2:26][CH2:25]1, predict the reaction product. The product is: [CH2:1]([C:6]1[CH2:5][CH:4]2[CH:3]([CH:2]=1)[C:26](=[CH:16][C:17]([O:19][C:20]([CH3:23])([CH3:22])[CH3:21])=[O:18])[CH2:25]2)[CH3:7]. (2) The product is: [I:24][C:7]1[CH:6]=[CH:5][C:4]2[N:3]=[C:2]([NH:25][C:26]3[CH:31]=[CH:30][C:29]([C:32]([N:34]4[CH2:35][CH2:36][CH2:37][CH2:38]4)=[O:33])=[CH:28][CH:27]=3)[C:11]3[NH:12][N:13]=[CH:14][C:10]=3[C:9]=2[CH:8]=1. Given the reactants Cl[C:2]1[C:11]2=[N:12][N:13](CC3C=CC(OC)=CC=3)[CH:14]=[C:10]2[C:9]2[CH:8]=[C:7]([I:24])[CH:6]=[CH:5][C:4]=2[N:3]=1.[NH2:25][C:26]1[CH:31]=[CH:30][C:29]([C:32]([N:34]2[CH2:38][CH2:37][CH2:36][CH2:35]2)=[O:33])=[CH:28][CH:27]=1.Cl, predict the reaction product. (3) Given the reactants [Si]([O:8][CH2:9][C@@H:10]([NH:19][C:20]([N:22]1[CH2:31][CH:30]([OH:32])[C:29]2[CH:28]=[N:27][C:26]([NH:33][CH:34]([CH3:36])[CH3:35])=[N:25][C:24]=2[CH2:23]1)=[O:21])[C:11]1[CH:16]=[CH:15][C:14]([F:17])=[C:13]([Cl:18])[CH:12]=1)(C(C)(C)C)(C)C.CCCC[N+](CCCC)(CCCC)CCCC.[F-], predict the reaction product. The product is: [Cl:18][C:13]1[CH:12]=[C:11]([C@H:10]([NH:19][C:20]([N:22]2[CH2:31][CH:30]([OH:32])[C:29]3[CH:28]=[N:27][C:26]([NH:33][CH:34]([CH3:36])[CH3:35])=[N:25][C:24]=3[CH2:23]2)=[O:21])[CH2:9][OH:8])[CH:16]=[CH:15][C:14]=1[F:17]. (4) Given the reactants [NH:1]1[CH2:6][CH2:5][CH:4]([C@H:7]2[CH2:9][C@H:8]2[CH2:10][CH2:11][OH:12])[CH2:3][CH2:2]1.C(=O)([O-])[O-].[Cs+].[Cs+].Cl[C:20]1[N:25]=[CH:24][C:23]([O:26][CH3:27])=[CH:22][N:21]=1, predict the reaction product. The product is: [CH3:27][O:26][C:23]1[CH:22]=[N:21][C:20]([N:1]2[CH2:6][CH2:5][CH:4]([C@H:7]3[CH2:9][C@H:8]3[CH2:10][CH2:11][OH:12])[CH2:3][CH2:2]2)=[N:25][CH:24]=1. (5) Given the reactants [NH2:1][C:2]1[CH:7]=[CH:6][CH:5]=[CH:4][C:3]=1[S:8]([NH:11][C:12]1[CH:21]=[CH:20][C:19]2[CH2:18][CH2:17][CH2:16][CH2:15][C:14]=2[C:13]=1[C:22]([OH:24])=[O:23])(=[O:10])=[O:9].ClC(Cl)(O[C:29](=[O:35])OC(Cl)(Cl)Cl)Cl.[CH2:37]([N:39]([CH2:43][CH3:44])[CH2:40][CH2:41][NH2:42])[CH3:38], predict the reaction product. The product is: [CH2:37]([N:39]([CH2:43][CH3:44])[CH2:40][CH2:41][NH:42][C:29]([NH:1][C:2]1[CH:7]=[CH:6][CH:5]=[CH:4][C:3]=1[S:8]([NH:11][C:12]1[CH:21]=[CH:20][C:19]2[CH2:18][CH2:17][CH2:16][CH2:15][C:14]=2[C:13]=1[C:22]([OH:24])=[O:23])(=[O:10])=[O:9])=[O:35])[CH3:38].